From a dataset of Forward reaction prediction with 1.9M reactions from USPTO patents (1976-2016). Predict the product of the given reaction. Given the reactants [CH3:1][C@H:2]1[CH2:7][NH:6][C@H:5]([CH3:8])[CH2:4][N:3]1[C@H:9]([C:24]1[CH:36]=[CH:35][C:27]([C:28]([N:30]([CH2:33][CH3:34])[CH2:31][CH3:32])=[O:29])=[CH:26][CH:25]=1)[C:10]1[CH:15]=[CH:14][CH:13]=[C:12]([O:16][S:17]([C:20]([F:23])([F:22])[F:21])(=[O:19])=[O:18])[CH:11]=1.[I-].[Na+].[CH2:39](N(CC)CC)C.[C:46]([O:54][CH2:55]Br)(=[O:53])[C:47]1[CH:52]=[CH:51][CH:50]=[CH:49][CH:48]=1, predict the reaction product. The product is: [CH2:31]([N:30]([CH2:33][CH3:34])[C:28]([C:27]1[CH:26]=[CH:25][C:24]([C@H:9]([C:10]2[CH:15]=[CH:14][CH:13]=[C:12]([O:16][S:17]([C:20]([F:21])([F:22])[F:23])(=[O:18])=[O:19])[CH:11]=2)[N:3]2[C@@H:2]([CH3:1])[CH2:7][N:6]([CH2:39][C:50]3[CH:51]=[CH:52][C:47]([C:46]([O:54][CH3:55])=[O:53])=[CH:48][CH:49]=3)[C@H:5]([CH3:8])[CH2:4]2)=[CH:36][CH:35]=1)=[O:29])[CH3:32].